From a dataset of Reaction yield outcomes from USPTO patents with 853,638 reactions. Predict the reaction yield, written as a fraction of the theoretical maximum amount of product (1.0 means a 100% yield; for example, 0.34 means a 34% yield). (1) The reactants are F[C:2]1[N:7]=[CH:6][C:5]([N:8]2[CH2:12][CH2:11][N:10]([C:13]3[CH:14]=[N:15][CH:16]=[CH:17][C:18]=3[CH3:19])[C:9]2=[O:20])=[CH:4][CH:3]=1.CO.C([O-])(O)=[O:24].[Na+]. The catalyst is Cl.C(Cl)(Cl)Cl. The product is [OH:24][C:2]1[N:7]=[CH:6][C:5]([N:8]2[CH2:12][CH2:11][N:10]([C:13]3[CH:14]=[N:15][CH:16]=[CH:17][C:18]=3[CH3:19])[C:9]2=[O:20])=[CH:4][CH:3]=1. The yield is 0.990. (2) The catalyst is C(Cl)Cl. The reactants are [Br:1]N1C(=O)CCC1=O.[Cl:9][C:10]1[C:11]2[CH:18]=[CH:17][NH:16][C:12]=2[N:13]=[CH:14][N:15]=1. The yield is 0.691. The product is [Br:1][C:18]1[C:11]2[C:10]([Cl:9])=[N:15][CH:14]=[N:13][C:12]=2[NH:16][CH:17]=1. (3) The reactants are [Br:1][C:2]1[CH:13]=[CH:12][C:5]([O:6][C:7]([CH3:11])([CH3:10])[CH2:8][OH:9])=[CH:4][CH:3]=1.N1C(C)=CC=CC=1C.FC(F)(F)S(O[Si:28]([C:31]([CH3:34])([CH3:33])[CH3:32])([CH3:30])[CH3:29])(=O)=O. The catalyst is ClCCl.C(OCC)(=O)C. The product is [Br:1][C:2]1[CH:13]=[CH:12][C:5]([O:6][C:7]([CH3:10])([CH3:11])[CH2:8][O:9][Si:28]([C:31]([CH3:34])([CH3:33])[CH3:32])([CH3:30])[CH3:29])=[CH:4][CH:3]=1. The yield is 1.00. (4) The reactants are [C:1](OC(=O)C)(=[O:3])[CH3:2].[CH3:8][C:9]1[CH:14]=[CH:13][C:12]([N+:15]([O-:17])=[O:16])=[CH:11][C:10]=1[OH:18].[OH-].[Na+]. No catalyst specified. The product is [C:1]([O:18][C:10]1[CH:11]=[C:12]([N+:15]([O-:17])=[O:16])[CH:13]=[CH:14][C:9]=1[CH3:8])(=[O:3])[CH3:2]. The yield is 1.00. (5) The reactants are F[C:2]1[N:7]2[CH:8]=[C:9]([CH2:11][OH:12])[N:10]=[C:6]2[CH:5]=[CH:4][CH:3]=1.[CH3:13][N:14]1[CH2:19][CH2:18][NH:17][CH2:16][CH2:15]1. The catalyst is [Cl-].[Na+].O. The product is [CH3:13][N:14]1[CH2:19][CH2:18][N:17]([C:2]2[N:7]3[CH:8]=[C:9]([CH2:11][OH:12])[N:10]=[C:6]3[CH:5]=[CH:4][CH:3]=2)[CH2:16][CH2:15]1. The yield is 0.900. (6) The reactants are [Cl:1][C:2]1[N:3]=[C:4]([N:17]2[CH2:22][CH2:21][O:20][CH2:19][CH2:18]2)[C:5]2[O:10][C:9]3[N:11]=[CH:12][C:13]([CH:15]=O)=[CH:14][C:8]=3[C:6]=2[N:7]=1.[NH:23]1[CH2:28][CH2:27][O:26][CH2:25][CH2:24]1.[BH-](OC(C)=O)(OC(C)=O)OC(C)=O.[Na+].[BH3-]C#N.[Na+]. The catalyst is CN(C=O)C. The product is [Cl:1][C:2]1[N:3]=[C:4]([N:17]2[CH2:18][CH2:19][O:20][CH2:21][CH2:22]2)[C:5]2[O:10][C:9]3[N:11]=[CH:12][C:13]([CH2:15][N:23]4[CH2:28][CH2:27][O:26][CH2:25][CH2:24]4)=[CH:14][C:8]=3[C:6]=2[N:7]=1. The yield is 0.610. (7) The reactants are [C:1]1([C:7]([C:9]2[CH:14]=[CH:13][C:12](B(O)O)=[CH:11][CH:10]=2)=[O:8])[CH:6]=[CH:5][CH:4]=[CH:3][CH:2]=1.Br[C:19]1[CH:24]=[CH:23][C:22]([O:25][CH2:26][CH:27]2[CH2:32][CH2:31][N:30]([C:33]([O:35][CH:36]([CH3:38])[CH3:37])=[O:34])[CH2:29][CH2:28]2)=[CH:21][CH:20]=1. No catalyst specified. The product is [C:1]1([C:7]([C:9]2[CH:14]=[CH:13][C:12]([C:19]3[CH:20]=[CH:21][C:22]([O:25][CH2:26][CH:27]4[CH2:28][CH2:29][N:30]([C:33]([O:35][CH:36]([CH3:38])[CH3:37])=[O:34])[CH2:31][CH2:32]4)=[CH:23][CH:24]=3)=[CH:11][CH:10]=2)=[O:8])[CH:6]=[CH:5][CH:4]=[CH:3][CH:2]=1. The yield is 0.0700.